Dataset: Forward reaction prediction with 1.9M reactions from USPTO patents (1976-2016). Task: Predict the product of the given reaction. (1) Given the reactants [F:1][C:2]1[CH:3]=[C:4]([CH:7]=[C:8]([C:10]([F:13])([F:12])[F:11])[CH:9]=1)[CH:5]=O.[CH3:14][O:15][C:16](=[O:37])[CH:17]=P(C1C=CC=CC=1)(C1C=CC=CC=1)C1C=CC=CC=1, predict the reaction product. The product is: [F:1][C:2]1[CH:3]=[C:4](/[CH:5]=[CH:17]/[C:16]([O:15][CH3:14])=[O:37])[CH:7]=[C:8]([C:10]([F:13])([F:12])[F:11])[CH:9]=1. (2) Given the reactants Cl[CH2:2][C:3]1[O:7][N:6]=[C:5]([C:8]2[CH:13]=[CH:12][CH:11]=[C:10]([F:14])[CH:9]=2)[N:4]=1.[CH3:15][C:16]1[S:17][C:18]2[CH:24]=[CH:23][C:22]([O:25][CH2:26][CH:27]([OH:35])[CH2:28][N:29]3[CH2:34][CH2:33][NH:32][CH2:31][CH2:30]3)=[CH:21][C:19]=2[N:20]=1.C(N(C(C)C)CC)(C)C, predict the reaction product. The product is: [F:14][C:10]1[CH:9]=[C:8]([C:5]2[N:4]=[C:3]([CH2:2][N:32]3[CH2:33][CH2:34][N:29]([CH2:28][CH:27]([OH:35])[CH2:26][O:25][C:22]4[CH:23]=[CH:24][C:18]5[S:17][C:16]([CH3:15])=[N:20][C:19]=5[CH:21]=4)[CH2:30][CH2:31]3)[O:7][N:6]=2)[CH:13]=[CH:12][CH:11]=1. (3) Given the reactants [CH2:1]([O:3][C:4]1[C:29]([O:30][CH2:31][CH3:32])=[CH:28][C:7]2[C:8]3[N:13]([CH:14]([CH2:16][NH:17][S:18]([CH3:21])(=[O:20])=[O:19])[CH2:15][C:6]=2[CH:5]=1)[CH:12]=[C:11]([C:22]([O:24]CC)=[O:23])[C:10](=[O:27])[CH:9]=3)[CH3:2].O[Li].O.Cl, predict the reaction product. The product is: [CH2:1]([O:3][C:4]1[C:29]([O:30][CH2:31][CH3:32])=[CH:28][C:7]2[C:8]3[N:13]([CH:14]([CH2:16][NH:17][S:18]([CH3:21])(=[O:20])=[O:19])[CH2:15][C:6]=2[CH:5]=1)[CH:12]=[C:11]([C:22]([OH:24])=[O:23])[C:10](=[O:27])[CH:9]=3)[CH3:2]. (4) Given the reactants Cl.[NH2:2][C@@H:3]1[CH2:8][CH2:7][C@H:6]([NH:9][C:10]([C:12]2[C:16]3=[N:17][CH:18]=[CH:19][C:20]([C:21]4[CH:26]=[C:25]([O:27][CH3:28])[C:24]([F:29])=[CH:23][C:22]=4[O:30][CH2:31][CH:32]4[CH2:34][CH2:33]4)=[C:15]3[NH:14][C:13]=2[CH3:35])=[O:11])[CH2:5][CH2:4]1.[O:36]([CH2:38][C:39](Cl)=[O:40])[CH3:37], predict the reaction product. The product is: [CH:32]1([CH2:31][O:30][C:22]2[CH:23]=[C:24]([F:29])[C:25]([O:27][CH3:28])=[CH:26][C:21]=2[C:20]2[CH:19]=[CH:18][N:17]=[C:16]3[C:12]([C:10]([NH:9][C@H:6]4[CH2:7][CH2:8][C@@H:3]([NH:2][C:39](=[O:40])[CH2:38][O:36][CH3:37])[CH2:4][CH2:5]4)=[O:11])=[C:13]([CH3:35])[NH:14][C:15]=23)[CH2:33][CH2:34]1. (5) Given the reactants [CH3:1][NH:2][C:3]1(NC)[CH:8]=[CH:7][C:6]([S:9]([NH:12][C:13]2[CH:14]=[CH:15][CH:16]=[C:17]3[C:22]=2[N:21]=[CH:20][CH:19]=[CH:18]3)(=[O:11])=[O:10])=[C:5]([N+:23]([O-])=O)[CH2:4]1.Cl[Sn]Cl.Cl.[CH3:32]CO, predict the reaction product. The product is: [NH2:23][C:5]1[CH:4]=[C:3]([N:2]([CH3:32])[CH3:1])[CH:8]=[CH:7][C:6]=1[S:9]([NH:12][C:13]1[CH:14]=[CH:15][CH:16]=[C:17]2[C:22]=1[N:21]=[CH:20][CH:19]=[CH:18]2)(=[O:10])=[O:11]. (6) Given the reactants S(Cl)(Cl)=O.[Cl:5][C:6]1[CH:11]=[CH:10][CH:9]=[CH:8][C:7]=1[CH:12](O)[CH3:13].[ClH:15], predict the reaction product. The product is: [Cl:5][C:6]1[CH:11]=[CH:10][CH:9]=[CH:8][C:7]=1[CH:12]([Cl:15])[CH3:13]. (7) Given the reactants [F:1][C:2]1[N:7]=[C:6]([C:8]2[N:9]([CH2:13][C:14]3[N:19]=[N:18][C:17]([NH2:20])=[CH:16][C:15]=3[CH2:21][CH2:22][CH3:23])[CH:10]=[CH:11][N:12]=2)[CH:5]=[CH:4][CH:3]=1.Br[CH2:25][C:26](=O)[CH2:27][CH3:28], predict the reaction product. The product is: [CH2:27]([C:26]1[N:20]=[C:17]2[CH:16]=[C:15]([CH2:21][CH2:22][CH3:23])[C:14]([CH2:13][N:9]3[CH:10]=[CH:11][N:12]=[C:8]3[C:6]3[CH:5]=[CH:4][CH:3]=[C:2]([F:1])[N:7]=3)=[N:19][N:18]2[CH:25]=1)[CH3:28]. (8) Given the reactants C(O[C:6](=[O:32])[NH:7][CH2:8][CH2:9][NH:10][C:11]([C:13]1[N:14]=[CH:15][C:16]2[C:17](=[O:31])[N:18]([CH2:24][C:25]3[CH:30]=[CH:29][CH:28]=[CH:27][CH:26]=3)[CH:19]=[CH:20][C:21]=2[C:22]=1[OH:23])=[O:12])(C)(C)C.FC(F)(F)C(O)=O.C(N(CC)CC)C.[CH:47]([N:50]=C=O)([CH3:49])[CH3:48].Cl, predict the reaction product. The product is: [CH:47]([NH:50][C:6](=[O:32])[NH:7][CH2:8][CH2:9][NH:10][C:11]([C:13]1[N:14]=[CH:15][C:16]2[C:17](=[O:31])[N:18]([CH2:24][C:25]3[CH:30]=[CH:29][CH:28]=[CH:27][CH:26]=3)[CH:19]=[CH:20][C:21]=2[C:22]=1[OH:23])=[O:12])([CH3:49])[CH3:48].